Task: Predict the reaction yield, written as a fraction of the theoretical maximum amount of product (1.0 means a 100% yield; for example, 0.34 means a 34% yield).. Dataset: Reaction yield outcomes from USPTO patents with 853,638 reactions The reactants are Br[C:2]1[N:7]=[C:6]([CH3:8])[C:5]([CH:9]=[O:10])=[CH:4][CH:3]=1.[CH3:11][O:12][C:13](=[O:21])[C:14]1[CH:19]=[CH:18][C:17]([OH:20])=[CH:16][CH:15]=1.C([O-])([O-])=O.[K+].[K+]. The catalyst is CN(C=O)C. The product is [CH3:11][O:12][C:13](=[O:21])[C:14]1[CH:19]=[CH:18][C:17]([O:20][C:2]2[CH:3]=[CH:4][C:5]([CH:9]=[O:10])=[C:6]([CH3:8])[N:7]=2)=[CH:16][CH:15]=1. The yield is 0.590.